From a dataset of NCI-60 drug combinations with 297,098 pairs across 59 cell lines. Regression. Given two drug SMILES strings and cell line genomic features, predict the synergy score measuring deviation from expected non-interaction effect. (1) Drug 1: CC1=C(C(CCC1)(C)C)C=CC(=CC=CC(=CC(=O)O)C)C. Drug 2: CC(C)NC(=O)C1=CC=C(C=C1)CNNC.Cl. Cell line: MALME-3M. Synergy scores: CSS=15.0, Synergy_ZIP=-6.00, Synergy_Bliss=-3.86, Synergy_Loewe=-11.4, Synergy_HSA=-4.92. (2) Drug 1: CC12CCC(CC1=CCC3C2CCC4(C3CC=C4C5=CN=CC=C5)C)O. Drug 2: C1C(C(OC1N2C=NC(=NC2=O)N)CO)O. Cell line: HOP-62. Synergy scores: CSS=17.5, Synergy_ZIP=-5.28, Synergy_Bliss=-0.221, Synergy_Loewe=-9.90, Synergy_HSA=-2.45. (3) Drug 1: CCC1(CC2CC(C3=C(CCN(C2)C1)C4=CC=CC=C4N3)(C5=C(C=C6C(=C5)C78CCN9C7C(C=CC9)(C(C(C8N6C=O)(C(=O)OC)O)OC(=O)C)CC)OC)C(=O)OC)O.OS(=O)(=O)O. Drug 2: CC(C)CN1C=NC2=C1C3=CC=CC=C3N=C2N. Cell line: NCI-H322M. Synergy scores: CSS=1.22, Synergy_ZIP=1.73, Synergy_Bliss=3.56, Synergy_Loewe=0.619, Synergy_HSA=0.872. (4) Drug 1: CCCS(=O)(=O)NC1=C(C(=C(C=C1)F)C(=O)C2=CNC3=C2C=C(C=N3)C4=CC=C(C=C4)Cl)F. Drug 2: CNC(=O)C1=NC=CC(=C1)OC2=CC=C(C=C2)NC(=O)NC3=CC(=C(C=C3)Cl)C(F)(F)F. Cell line: SR. Synergy scores: CSS=61.2, Synergy_ZIP=-2.51, Synergy_Bliss=0.482, Synergy_Loewe=-12.0, Synergy_HSA=1.10. (5) Drug 1: CN(C(=O)NC(C=O)C(C(C(CO)O)O)O)N=O. Drug 2: CC1CCCC2(C(O2)CC(NC(=O)CC(C(C(=O)C(C1O)C)(C)C)O)C(=CC3=CSC(=N3)C)C)C. Cell line: PC-3. Synergy scores: CSS=55.1, Synergy_ZIP=4.66, Synergy_Bliss=3.40, Synergy_Loewe=-20.0, Synergy_HSA=4.41. (6) Drug 1: C1CNP(=O)(OC1)N(CCCl)CCCl. Drug 2: C1CN(P(=O)(OC1)NCCCl)CCCl. Cell line: HL-60(TB). Synergy scores: CSS=20.8, Synergy_ZIP=0.920, Synergy_Bliss=2.63, Synergy_Loewe=4.56, Synergy_HSA=4.76. (7) Drug 1: CC1C(C(=O)NC(C(=O)N2CCCC2C(=O)N(CC(=O)N(C(C(=O)O1)C(C)C)C)C)C(C)C)NC(=O)C3=C4C(=C(C=C3)C)OC5=C(C(=O)C(=C(C5=N4)C(=O)NC6C(OC(=O)C(N(C(=O)CN(C(=O)C7CCCN7C(=O)C(NC6=O)C(C)C)C)C)C(C)C)C)N)C. Drug 2: C1CC(=O)NC(=O)C1N2C(=O)C3=CC=CC=C3C2=O. Cell line: SF-539. Synergy scores: CSS=5.59, Synergy_ZIP=-3.26, Synergy_Bliss=3.78, Synergy_Loewe=-27.4, Synergy_HSA=0.804.